From a dataset of Reaction yield outcomes from USPTO patents with 853,638 reactions. Predict the reaction yield, written as a fraction of the theoretical maximum amount of product (1.0 means a 100% yield; for example, 0.34 means a 34% yield). (1) The reactants are Br[C:2]1[C:11]2[C:6](=[CH:7][C:8]([S:12]([N:15]([CH2:21][C:22]3[CH:27]=[CH:26][C:25]([O:28][CH3:29])=[CH:24][CH:23]=3)[C:16]3[S:17][CH:18]=[CH:19][N:20]=3)(=[O:14])=[O:13])=[CH:9][CH:10]=2)[CH:5]=[C:4]([Cl:30])[N:3]=1.[CH3:31][O:32][C:33]1[CH:38]=[C:37]([C:39]([F:42])([F:41])[F:40])[CH:36]=[CH:35][C:34]=1B(O)O.P([O-])([O-])([O-])=O.[K+].[K+].[K+]. The catalyst is O.O1CCOCC1. The product is [Cl:30][C:4]1[N:3]=[C:2]([C:34]2[CH:35]=[CH:36][C:37]([C:39]([F:42])([F:41])[F:40])=[CH:38][C:33]=2[O:32][CH3:31])[C:11]2[C:6]([CH:5]=1)=[CH:7][C:8]([S:12]([N:15]([CH2:21][C:22]1[CH:23]=[CH:24][C:25]([O:28][CH3:29])=[CH:26][CH:27]=1)[C:16]1[S:17][CH:18]=[CH:19][N:20]=1)(=[O:14])=[O:13])=[CH:9][CH:10]=2. The yield is 0.890. (2) The yield is 0.980. The catalyst is CO. The product is [CH:12]1([N:9]2[CH2:10][CH2:11][CH:6]([OH:5])[CH2:7][CH2:8]2)[CH2:15][CH2:14][CH2:13]1. The reactants are C([BH3-])#N.[Na+].[OH:5][CH:6]1[CH2:11][CH2:10][NH:9][CH2:8][CH2:7]1.[C:12]1(=O)[CH2:15][CH2:14][CH2:13]1. (3) The reactants are [F:1][C:2]1[CH:7]=[C:6]([F:8])[CH:5]=[CH:4][C:3]=1[C@@H:9]1[CH2:13][NH:12][CH2:11][C@H:10]1[C:14]([O:16][CH3:17])=[O:15].CCN(C(C)C)C(C)C.[Cl:27][C:28]1[N:29]=[N:30][C:31](Cl)=[CH:32][CH:33]=1. The catalyst is O1CCOCC1. The product is [F:1][C:2]1[CH:7]=[C:6]([F:8])[CH:5]=[CH:4][C:3]=1[C@@H:9]1[CH2:13][N:12]([C:31]2[N:30]=[N:29][C:28]([Cl:27])=[CH:33][CH:32]=2)[CH2:11][C@H:10]1[C:14]([O:16][CH3:17])=[O:15]. The yield is 0.650. (4) The reactants are [CH2:1]([Li])CCC.CCCCCC.Br[C:13]1[CH:14]=[CH:15][C:16]([Cl:34])=[C:17]([CH:33]=1)[CH2:18][C:19]1[CH:32]=[CH:31][C:22]([O:23][Si](C(C)(C)C)(C)C)=[CH:21][CH:20]=1.C[Si](C)(C)[O:37][C@@H:38]1[C@@H:43]([O:44][Si](C)(C)C)[C@H:42]([O:49][Si](C)(C)C)[C@@H:41]([CH2:54][O:55][Si](C)(C)C)[O:40][C:39]1=[O:60]. The product is [Cl:34][C:16]1[CH:15]=[CH:14][C:13]([C@@:39]2([O:60][CH3:1])[C@H:38]([OH:37])[C@@H:43]([OH:44])[C@H:42]([OH:49])[C@@H:41]([CH2:54][OH:55])[O:40]2)=[CH:33][C:17]=1[CH2:18][C:19]1[CH:20]=[CH:21][C:22]([OH:23])=[CH:31][CH:32]=1. The yield is 0.330. The catalyst is C1COCC1.C1(C)C=CC=CC=1. (5) The reactants are [F:1][C:2]1[CH:3]=[N:4][C:5]([C:8]#N)=[N:6][CH:7]=1.CC(C[AlH]CC(C)C)C.C[OH:20].Cl. The catalyst is C1COCC1. The product is [F:1][C:2]1[CH:3]=[N:4][C:5]([CH:8]=[O:20])=[N:6][CH:7]=1. The yield is 0.760. (6) The reactants are [CH3:1][C:2]1[CH:7]=[CH:6][C:5]([C:8]2[N:16]3[C:11]([CH:12]=[N:13][C:14]([S:17][CH3:18])=[N:15]3)=[CH:10][CH:9]=2)=[C:4]([N+:19]([O-])=O)[CH:3]=1.[Cl-].[NH4+].C(O)C.O. The catalyst is [Fe]. The product is [CH3:1][C:2]1[CH:7]=[CH:6][C:5]([C:8]2[N:16]3[C:11]([CH:12]=[N:13][C:14]([S:17][CH3:18])=[N:15]3)=[CH:10][CH:9]=2)=[C:4]([NH2:19])[CH:3]=1. The yield is 0.880. (7) The reactants are Cl.[CH2:2]([O:4][C:5]([C:7]1[CH:8]=[N:9][N:10]([C:12](=[NH:14])[NH2:13])[CH:11]=1)=[O:6])[CH3:3].Cl[C:16]1[C:25](Cl)=[N:24][C:23]2[C:18](=[CH:19][CH:20]=[CH:21][CH:22]=2)[N:17]=1.C([O-])([O-])=O.[Cs+].[Cs+].Cl. The catalyst is CN(C=O)C.O. The product is [CH2:2]([O:4][C:5]([C:7]1[CH:8]=[N:9][N:10]([C:12]2[NH:13][C:16]3=[N:17][C:18]4[C:23]([N:24]=[C:25]3[N:14]=2)=[CH:22][CH:21]=[CH:20][CH:19]=4)[CH:11]=1)=[O:6])[CH3:3]. The yield is 0.430. (8) The reactants are [N+:1]([C:4]1[CH:5]=[C:6]([CH:8]=[CH:9][CH:10]=1)[NH2:7])([O-:3])=[O:2].[F:11][C:12]([F:25])([O:16][C:17]1[CH:18]=[C:19]([CH:22]=[CH:23][CH:24]=1)[CH:20]=O)[CH:13]([F:15])[F:14].C(O)(=O)C.[BH-](OC(C)=O)(OC(C)=O)OC(C)=O.[Na+]. The catalyst is ClC(Cl)C. The product is [N+:1]([C:4]1[CH:5]=[C:6]([NH:7][CH2:20][C:19]2[CH:22]=[CH:23][CH:24]=[C:17]([O:16][C:12]([F:11])([F:25])[CH:13]([F:14])[F:15])[CH:18]=2)[CH:8]=[CH:9][CH:10]=1)([O-:3])=[O:2]. The yield is 0.700. (9) The reactants are [C:1]([O:9][C@@H:10]1[C@H:15]([O:16][C:17](=[O:24])[C:18]2[CH:23]=[CH:22][CH:21]=[CH:20][CH:19]=2)[C@@H:14]([O:25][C:26](=[O:33])[C:27]2[CH:32]=[CH:31][CH:30]=[CH:29][CH:28]=2)[C@H:13]([CH3:34])[O:12][C@H:11]1[O:35][C@@H:36]1[C@H:45]([O:46][CH2:47][C:48]2[CH:53]=[CH:52][CH:51]=[CH:50][CH:49]=2)[C@@H:44]([O:54][CH2:55][C:56]2[CH:61]=[CH:60][CH:59]=[CH:58][CH:57]=2)[C@H:43]([CH3:62])[O:42][C@H:37]1[O:38]CC=C)(=[O:8])[C:2]1[CH:7]=[CH:6][CH:5]=[CH:4][CH:3]=1. The catalyst is C1COCC1. The product is [C:1]([O:9][C@@H:10]1[C@H:15]([O:16][C:17](=[O:24])[C:18]2[CH:19]=[CH:20][CH:21]=[CH:22][CH:23]=2)[C@@H:14]([O:25][C:26](=[O:33])[C:27]2[CH:32]=[CH:31][CH:30]=[CH:29][CH:28]=2)[C@H:13]([CH3:34])[O:12][C@H:11]1[O:35][C@@H:36]1[C@H:45]([O:46][CH2:47][C:48]2[CH:49]=[CH:50][CH:51]=[CH:52][CH:53]=2)[C@@H:44]([O:54][CH2:55][C:56]2[CH:57]=[CH:58][CH:59]=[CH:60][CH:61]=2)[C@H:43]([CH3:62])[O:42][C@H:37]1[OH:38])(=[O:8])[C:2]1[CH:7]=[CH:6][CH:5]=[CH:4][CH:3]=1. The yield is 0.840.